This data is from Catalyst prediction with 721,799 reactions and 888 catalyst types from USPTO. The task is: Predict which catalyst facilitates the given reaction. (1) Reactant: [CH3:1][C:2]1[N:7]=[C:6]2[S:8][C:9]3[CH2:14][CH2:13][CH2:12][CH2:11][C:10]=3[C:5]2=[C:4]([C:15]2[CH:20]=[CH:19][C:18]([CH3:21])=[CH:17][CH:16]=2)[C:3]=1[CH:22]([CH2:27][CH2:28][CH3:29])[C:23]([O:25]C)=[O:24].[OH-].[Na+]. Product: [CH3:1][C:2]1[N:7]=[C:6]2[S:8][C:9]3[CH2:14][CH2:13][CH2:12][CH2:11][C:10]=3[C:5]2=[C:4]([C:15]2[CH:16]=[CH:17][C:18]([CH3:21])=[CH:19][CH:20]=2)[C:3]=1[CH:22]([CH2:27][CH2:28][CH3:29])[C:23]([OH:25])=[O:24]. The catalyst class is: 645. (2) Reactant: ClC1C=NC=C(Cl)C=1[NH:8][C:9]([C:11]1[C:23]2[C:22]3[C:17](=[CH:18][CH:19]=[C:20]([NH2:24])[CH:21]=3)[N:16]([CH3:25])[C:15]=2[C:14]([O:26][CH3:27])=[CH:13][CH:12]=1)=[O:10].N1C=CC=CC=1.[CH2:35]([S:37](Cl)(=[O:39])=[O:38])[CH3:36]. Product: [CH3:27][O:26][C:14]1[C:15]2[N:16]([CH3:25])[C:17]3[C:22](=[CH:21][C:20]([NH:24][S:37]([CH2:35][CH3:36])(=[O:39])=[O:38])=[CH:19][CH:18]=3)[C:23]=2[C:11]([C:9]([NH2:8])=[O:10])=[CH:12][CH:13]=1. The catalyst class is: 1. (3) Reactant: [Br:1][C:2]1[CH:3]=[CH:4][C:5]2[NH:6][C:7]3[C:12]([C:13]=2[CH:14]=1)=[CH:11][CH:10]=[CH:9][CH:8]=3.[C:15](O[C:15]([O:17][C:18]([CH3:21])([CH3:20])[CH3:19])=[O:16])([O:17][C:18]([CH3:21])([CH3:20])[CH3:19])=[O:16]. Product: [C:18]([O:17][C:15]([N:6]1[C:5]2[CH:4]=[CH:3][C:2]([Br:1])=[CH:14][C:13]=2[C:12]2[C:7]1=[CH:8][CH:9]=[CH:10][CH:11]=2)=[O:16])([CH3:21])([CH3:20])[CH3:19]. The catalyst class is: 251. (4) Reactant: O[CH:2]([C:13]1[S:14][CH:15]=[CH:16][N:17]=1)[C:3]1[CH:12]=[CH:11][C:6]([C:7]([O:9][CH3:10])=[O:8])=[CH:5][CH:4]=1.C([SiH](CC)CC)C.FC(F)(F)C(O)=O. Product: [S:14]1[CH:15]=[CH:16][N:17]=[C:13]1[CH2:2][C:3]1[CH:12]=[CH:11][C:6]([C:7]([O:9][CH3:10])=[O:8])=[CH:5][CH:4]=1. The catalyst class is: 68. (5) Reactant: [CH2:1]([O:3][C:4]([C:6]1[NH:7][N:8]=[C:9]([CH2:11][CH2:12][CH3:13])[CH:10]=1)=[O:5])[CH3:2].S(OC)(O[CH3:18])(=O)=O. Product: [CH2:1]([O:3][C:4]([C:6]1[N:7]([CH3:18])[N:8]=[C:9]([CH2:11][CH2:12][CH3:13])[CH:10]=1)=[O:5])[CH3:2]. The catalyst class is: 4. (6) Reactant: C([O:3][C:4](=O)[C:5]([C:39]1[CH:44]=[CH:43][C:42]([CH2:45][CH:46]([CH3:48])[CH3:47])=[CH:41][CH:40]=1)([CH3:38])[CH2:6][CH2:7][CH2:8][CH2:9][CH:10]([CH:32]1[S:37][CH2:36][CH2:35][CH2:34][S:33]1)[CH2:11][CH2:12][CH2:13][CH2:14][C:15]([C:22]1[CH:27]=[CH:26][C:25]([CH2:28][CH:29]([CH3:31])[CH3:30])=[CH:24][CH:23]=1)([CH3:21])[C:16](OCC)=[O:17])C.[H-].[H-].[H-].[H-].[Li+].[Al+3]. Product: [CH2:45]([C:42]1[CH:43]=[CH:44][C:39]([C:5]([CH3:38])([CH2:6][CH2:7][CH2:8][CH2:9][CH:10]([CH:32]2[S:33][CH2:34][CH2:35][CH2:36][S:37]2)[CH2:11][CH2:12][CH2:13][CH2:14][C:15]([C:22]2[CH:27]=[CH:26][C:25]([CH2:28][CH:29]([CH3:31])[CH3:30])=[CH:24][CH:23]=2)([CH3:21])[CH2:16][OH:17])[CH2:4][OH:3])=[CH:40][CH:41]=1)[CH:46]([CH3:48])[CH3:47]. The catalyst class is: 1. (7) Reactant: [F:1][C:2]([F:27])([F:26])[C:3]1[CH:8]=[CH:7][C:6]([C:9]2[CH:18]=[C:17]3[C:12]([CH2:13][CH2:14][N:15](C(OC(C)(C)C)=O)[CH2:16]3)=[CH:11][CH:10]=2)=[CH:5][CH:4]=1.[ClH:28].O1CCOCC1.C(OCC)C. Product: [ClH:28].[F:27][C:2]([F:1])([F:26])[C:3]1[CH:4]=[CH:5][C:6]([C:9]2[CH:18]=[C:17]3[C:12]([CH2:13][CH2:14][NH:15][CH2:16]3)=[CH:11][CH:10]=2)=[CH:7][CH:8]=1. The catalyst class is: 2.